This data is from Forward reaction prediction with 1.9M reactions from USPTO patents (1976-2016). The task is: Predict the product of the given reaction. (1) Given the reactants [CH3:1][O:2][C:3]1[CH:8]=[CH:7][C:6]([N:9]([CH3:22])[S:10]([C:13]2[CH:21]=[CH:20][C:16]([C:17]([OH:19])=O)=[CH:15][CH:14]=2)(=[O:12])=[O:11])=[CH:5][CH:4]=1.[CH3:23][O:24][C:25]1[CH:34]=[CH:33][C:28]2[N:29]=[C:30]([NH2:32])[S:31][C:27]=2[CH:26]=1, predict the reaction product. The product is: [CH3:23][O:24][C:25]1[CH:34]=[CH:33][C:28]2[N:29]=[C:30]([NH:32][C:17](=[O:19])[C:16]3[CH:15]=[CH:14][C:13]([S:10](=[O:12])(=[O:11])[N:9]([C:6]4[CH:5]=[CH:4][C:3]([O:2][CH3:1])=[CH:8][CH:7]=4)[CH3:22])=[CH:21][CH:20]=3)[S:31][C:27]=2[CH:26]=1. (2) Given the reactants Br[C:2]1[S:10][C:9]2[C:8](=[O:11])[N:7]([CH:12]3[CH2:17][CH2:16][N:15]([C:18]([O:20][C:21]([CH3:24])([CH3:23])[CH3:22])=[O:19])[CH2:14][CH2:13]3)[C:6](=[O:25])[N:5]([CH2:26][C:27]3[CH:32]=[CH:31][C:30]([O:33][CH3:34])=[C:29]([F:35])[CH:28]=3)[C:4]=2[CH:3]=1.[O:36]1[C:40]2[CH:41]=[CH:42][C:43](B(O)O)=[CH:44][C:39]=2[O:38][CH2:37]1.C(=O)([O-])[O-].[Cs+].[Cs+].COCCOC, predict the reaction product. The product is: [O:36]1[C:40]2[CH:41]=[CH:42][C:43]([C:2]3[S:10][C:9]4[C:8](=[O:11])[N:7]([CH:12]5[CH2:13][CH2:14][N:15]([C:18]([O:20][C:21]([CH3:23])([CH3:24])[CH3:22])=[O:19])[CH2:16][CH2:17]5)[C:6](=[O:25])[N:5]([CH2:26][C:27]5[CH:32]=[CH:31][C:30]([O:33][CH3:34])=[C:29]([F:35])[CH:28]=5)[C:4]=4[CH:3]=3)=[CH:44][C:39]=2[O:38][CH2:37]1. (3) Given the reactants P(Cl)(Cl)([Cl:3])=O.[CH3:6][C:7]1[N:12]=[C:11]([C:13]2[NH:22][C:21](=O)[C:20]3[C:15](=[CH:16][CH:17]=[CH:18][CH:19]=3)[N:14]=2)[CH:10]=[CH:9][CH:8]=1.CN(C)C1C=CC=CC=1, predict the reaction product. The product is: [Cl:3][C:21]1[C:20]2[C:15](=[CH:16][CH:17]=[CH:18][CH:19]=2)[N:14]=[C:13]([C:11]2[CH:10]=[CH:9][CH:8]=[C:7]([CH3:6])[N:12]=2)[N:22]=1. (4) Given the reactants C([C:4]1[C:13]2[C:8](=[C:9]([NH:14][C:15]([NH:17][CH2:18][C:19]3[CH:24]=[CH:23][C:22]([C:25]([F:28])([F:27])[F:26])=[CH:21][CH:20]=3)=[O:16])[CH:10]=[CH:11][CH:12]=2)[CH:7]=[CH:6][N:5]=1)(O)=O.C1(P([N:43]=[N+]=[N-])(C2C=CC=CC=2)=O)C=CC=CC=1.C(N(CC)CC)C.O, predict the reaction product. The product is: [NH2:43][C:4]1[C:13]2[C:8](=[C:9]([NH:14][C:15]([NH:17][CH2:18][C:19]3[CH:20]=[CH:21][C:22]([C:25]([F:27])([F:26])[F:28])=[CH:23][CH:24]=3)=[O:16])[CH:10]=[CH:11][CH:12]=2)[CH:7]=[CH:6][N:5]=1. (5) Given the reactants [CH2:1]([O:4][N:5]([C@@H:18]1[C:23]([C:24]([N:26]([CH3:28])[CH3:27])=[O:25])=[CH:22][C@@H:21]([CH2:29][O:30][CH3:31])[NH:20][CH2:19]1)S(C1C=CC=CC=1[N+]([O-])=O)(=O)=O)[CH:2]=[CH2:3].C(=O)([O-])[O-].[K+].[K+].C1(S)C=CC=CC=1, predict the reaction product. The product is: [CH2:1]([O:4][NH:5][C@@H:18]1[C:23]([C:24]([N:26]([CH3:28])[CH3:27])=[O:25])=[CH:22][C@@H:21]([CH2:29][O:30][CH3:31])[NH:20][CH2:19]1)[CH:2]=[CH2:3].